This data is from Experimentally validated miRNA-target interactions with 360,000+ pairs, plus equal number of negative samples. The task is: Binary Classification. Given a miRNA mature sequence and a target amino acid sequence, predict their likelihood of interaction. (1) The miRNA is hsa-miR-196a-3p with sequence CGGCAACAAGAAACUGCCUGAG. The protein sequence of the target gene is MLKRCGRRLLLALAGALLACLLVLTADPPPPPLPAERGRRALRSLAGPAGAAPAPGLGAAAAAPGALVRDVHSLSEYFSLLTRARRDAGPPPGAAPRPADGHPRPLAEPLAPRDVFIAVKTTKKFHRARLDLLLETWISRHKEMTFIFTDGEDEALARHTGNVVITNCSAAHSRQALSCKMAVEYDRFIESGRKWFCHVDDDNYVNLRALLRLLASYPHTRDVYVGKPSLDRPIQAMERVSENKVRPVHFWFATGGAGFCISRGLALKMSPWASGGHFMNTAERIRLPDDCTIGYIVEAL.... Result: 1 (interaction). (2) The miRNA is gga-miR-365-3p with sequence UAAUGCCCCUAAAAAUCCUUAU. The protein sequence of the target gene is MKMLPGVGVFGTGSSARVLVPLLRAEGFTVEALWGKTEEEAKQLAEEMNIAFYTSRTDDILLHQDVDLVCISIPPPLTRQISVKALGIGKNVVCEKAATSVDAFRMVTASRYYPQLMSLVGNVLRFLPAFVRMKQLISEHYVGAVMICDARIYSGSLLSPSYGWICDELMGGGGLHTMGTYIVDLLTHLTGRRAEKVHGLLKTFVRQNAAIRGIRHVTSDDFCFFQMLMGGGVCSTVTLNFNMPGAFVHEVMVVGSAGRLVARGADLYGQKNSATQEELLLRDSLAVGAGLPEQGPQDVP.... Result: 0 (no interaction). (3) The miRNA is dre-miR-200b-3p with sequence UAAUACUGCCUGGUAAUGAUGA. The protein sequence of the target gene is MLMRKVPGFVPASPWGLRLPQKFLFLLFLSGLVTLCFGALFLLPHSSRLKRLFLAPRTQQPGLEVVAEIAGHAPAREQEPPPNPAPAAPAPGEDDPSSWASPRRRKGGLRRTRPTGPREEATAARGNSIPASRPGDEGVPFRFDFNAFRSRLRHPVLGTRADESQEPQSQVRAQREKIKEMMQFAWQSYKRYAMGKNELRPLTKDGYEGNMFGGLSGATVIDSLDTLYLMELKEEFQEAKAWVGESFHLNVSGEASLFEVNIRYIGGLLSAFYLTGEEVFRIKAIRLGEKLLPAFNTPTG.... Result: 0 (no interaction). (4) The miRNA is hsa-miR-6792-5p with sequence GUAAGCAGGGGCUCUGGGUGA. The protein sequence of the target gene is MYRSGERLLGSHALPAEQRDFLPLETTNNNNNHHQPGAWARRAGSSASSPPSASSSPHPSAAVPAADPADSASGSSNKRKRDNKASGGRAAGGGRADGGGVVYSGTPWKRRNYNQGVVGLHEEISDFYEYMSPRPEEEKMRMEVVNRIESVIKELWPSADVQIFGSFKTGLYLPTSDIDLVVFGKWENLPLWTLEEALRKHKVADEDSVKVLDKATVPIIKLTDSFTEVKVDISFNVQNGVRAADLIKDFTKKYPVLPYLVLVLKQFLLQRDLNEVFTGGIGSYSLFLMAVSFLQLHPRE.... Result: 1 (interaction).